This data is from NCI-60 drug combinations with 297,098 pairs across 59 cell lines. The task is: Regression. Given two drug SMILES strings and cell line genomic features, predict the synergy score measuring deviation from expected non-interaction effect. (1) Drug 1: C1CC(=O)NC(=O)C1N2CC3=C(C2=O)C=CC=C3N. Drug 2: C1=CN(C=N1)CC(O)(P(=O)(O)O)P(=O)(O)O. Cell line: U251. Synergy scores: CSS=5.41, Synergy_ZIP=-3.36, Synergy_Bliss=-1.02, Synergy_Loewe=-0.169, Synergy_HSA=0.240. (2) Drug 1: CCC1(CC2CC(C3=C(CCN(C2)C1)C4=CC=CC=C4N3)(C5=C(C=C6C(=C5)C78CCN9C7C(C=CC9)(C(C(C8N6C=O)(C(=O)OC)O)OC(=O)C)CC)OC)C(=O)OC)O.OS(=O)(=O)O. Drug 2: C1=NC2=C(N=C(N=C2N1C3C(C(C(O3)CO)O)O)F)N. Cell line: HCT116. Synergy scores: CSS=53.3, Synergy_ZIP=-4.96, Synergy_Bliss=-0.844, Synergy_Loewe=-22.0, Synergy_HSA=-4.00. (3) Cell line: EKVX. Drug 2: N.N.Cl[Pt+2]Cl. Synergy scores: CSS=11.5, Synergy_ZIP=-3.43, Synergy_Bliss=1.59, Synergy_Loewe=0.340, Synergy_HSA=0.539. Drug 1: C1=CN(C=N1)CC(O)(P(=O)(O)O)P(=O)(O)O.